From a dataset of Tox21: 12 toxicity assays (nuclear receptors and stress response pathways). Binary classification across 12 toxicity assays. The molecule is Cc1cnc(NC(=O)C2=C(O)c3ccccc3S(=O)(=O)N2C)s1. It tested positive (active) for: NR-AR (Androgen Receptor agonist activity), NR-ER (Estrogen Receptor agonist activity), and SR-MMP (Mitochondrial Membrane Potential disruption).